Dataset: Full USPTO retrosynthesis dataset with 1.9M reactions from patents (1976-2016). Task: Predict the reactants needed to synthesize the given product. (1) The reactants are: [CH:1]1([N:7]2[C:11](=[O:12])[C:10]([NH:13][C:14]([C:16]3[C:20]([CH3:21])=[C:19]([CH:22]=[O:23])[O:18][N:17]=3)=[O:15])=[C:9]([CH3:24])[N:8]2[CH3:25])[CH2:6][CH2:5][CH2:4][CH2:3][CH2:2]1.[CH2:26]([Mg]Br)[CH:27]=[CH2:28].CCOCC.[NH4+].[Cl-]. Given the product [CH:1]1([N:7]2[C:11](=[O:12])[C:10]([NH:13][C:14]([C:16]3[C:20]([CH3:21])=[C:19]([CH:22]([OH:23])[CH2:28][CH:27]=[CH2:26])[O:18][N:17]=3)=[O:15])=[C:9]([CH3:24])[N:8]2[CH3:25])[CH2:2][CH2:3][CH2:4][CH2:5][CH2:6]1, predict the reactants needed to synthesize it. (2) Given the product [CH2:5]([O:12][CH2:13][C@@:14]1([CH2:18][OH:17])[CH2:26][CH2:25][CH2:24][NH:15]1)[C:6]1[CH:7]=[CH:8][CH:9]=[CH:10][CH:11]=1, predict the reactants needed to synthesize it. The reactants are: O=S(Cl)Cl.[CH2:5]([O:12][CH2:13][C@@:14]12[CH2:26][CH2:25][CH2:24][N:15]1[C@@H](C(Cl)(Cl)Cl)[O:17][C:18]2=O)[C:6]1[CH:11]=[CH:10][CH:9]=[CH:8][CH:7]=1.C(OC[C@@]1(C(OC)=O)CCCN1)C1C=CC=CC=1.[Li+].[BH4-]. (3) Given the product [CH3:1][N:2]1[C@@H:12]2[CH2:13][C:14]3[CH:19]=[CH:18][C:17]([O:20][CH3:21])=[C:16]4[O:22][C@H:6]5[C:7]([CH2:9][CH2:10][C@:11]2([OH:23])[C@:5]5([C:15]=34)[CH2:4][CH2:3]1)=[O:8], predict the reactants needed to synthesize it. The reactants are: [CH3:1][N:2]1[C@@H:12]2[CH2:13][C:14]3[CH:19]=[CH:18][C:17]([O:20][CH3:21])=[C:16]4[O:22][CH:6]5[C:7]([CH:9]=[CH:10][C@:11]2([OH:23])[C@:5]5([C:15]=34)[CH2:4][CH2:3]1)=[O:8].[H][H]. (4) Given the product [CH3:15][C:13]1[CH:12]=[CH:11][CH:10]=[C:9]2[C:14]=1[C:5]([S:2][CH3:1])=[N:6][CH:7]=[N:8]2, predict the reactants needed to synthesize it. The reactants are: [CH3:1][S-:2].[Na+].Cl[C:5]1[C:14]2[C:9](=[CH:10][CH:11]=[CH:12][C:13]=2[CH3:15])[N:8]=[CH:7][N:6]=1. (5) Given the product [Cl:1][C:2]1[CH:3]=[C:4]([NH:9][C:10]2[C:19]3[C:14](=[CH:15][C:16]([O:21][CH2:22][CH:23]([F:25])[F:24])=[C:17]([NH:20][C:39](=[O:40])[CH:38]=[CH:37][CH2:36][N:42]4[CH2:47][CH2:46][CH2:45][CH2:44][CH2:43]4)[CH:18]=3)[N:13]=[CH:12][N:11]=2)[CH:5]=[CH:6][C:7]=1[F:8], predict the reactants needed to synthesize it. The reactants are: [Cl:1][C:2]1[CH:3]=[C:4]([NH:9][C:10]2[C:19]3[C:14](=[CH:15][C:16]([O:21][CH2:22][CH:23]([F:25])[F:24])=[C:17]([NH2:20])[CH:18]=3)[N:13]=[CH:12][N:11]=2)[CH:5]=[CH:6][C:7]=1[F:8].C(N(CC)C(C)C)(C)C.Br[CH2:36][CH:37]=[CH:38][C:39](Cl)=[O:40].[NH:42]1[CH2:47][CH2:46][CH2:45][CH2:44][CH2:43]1.